From a dataset of Reaction yield outcomes from USPTO patents with 853,638 reactions. Predict the reaction yield, written as a fraction of the theoretical maximum amount of product (1.0 means a 100% yield; for example, 0.34 means a 34% yield). (1) The reactants are F[P-](F)(F)(F)(F)F.N1(OC(N(C)C)=[N+](C)C)C2N=CC=CC=2N=N1.[C:25]([O:29][C:30]([NH:32][C:33]1([C:48](O)=[O:49])[CH2:38][CH2:37][N:36]([C:39]2[C:40]3[CH:47]=[CH:46][NH:45][C:41]=3[N:42]=[CH:43][N:44]=2)[CH2:35][CH2:34]1)=[O:31])([CH3:28])([CH3:27])[CH3:26].CCN(C(C)C)C(C)C.[NH2:60][C@@H:61]([C:67]1[CH:72]=[CH:71][C:70]([Cl:73])=[CH:69][CH:68]=1)[CH2:62][C:63]([O:65][CH3:66])=[O:64]. The catalyst is CN1C(=O)CCC1.CCOC(C)=O. The product is [C:25]([O:29][C:30]([NH:32][C:33]1([C:48]([NH:60][C@@H:61]([C:67]2[CH:68]=[CH:69][C:70]([Cl:73])=[CH:71][CH:72]=2)[CH2:62][C:63]([O:65][CH3:66])=[O:64])=[O:49])[CH2:38][CH2:37][N:36]([C:39]2[C:40]3[CH:47]=[CH:46][NH:45][C:41]=3[N:42]=[CH:43][N:44]=2)[CH2:35][CH2:34]1)=[O:31])([CH3:26])([CH3:28])[CH3:27]. The yield is 1.00. (2) The reactants are [S:1]1[C:5]2[CH:6]=[CH:7][C:8]([NH:10][C:11]3[C:20]4[C:15](=[CH:16][C:17]([O:26][CH:27]([CH3:29])[CH3:28])=[C:18]([S:21][C:22]([CH3:25])([CH3:24])[CH3:23])[CH:19]=4)[N:14]=[CH:13][N:12]=3)=[CH:9][C:4]=2[N:3]=[CH:2]1.[OH:30]OS([O-])=O.[K+].[OH2:36]. The catalyst is CO. The product is [C:22]([S:21]([C:18]1[CH:19]=[C:20]2[C:15](=[CH:16][C:17]=1[O:26][CH:27]([CH3:29])[CH3:28])[N:14]=[CH:13][N:12]=[C:11]2[NH:10][C:8]1[CH:7]=[CH:6][C:5]2[S:1][CH:2]=[N:3][C:4]=2[CH:9]=1)(=[O:30])=[O:36])([CH3:23])([CH3:24])[CH3:25]. The yield is 0.220.